Predict the reactants needed to synthesize the given product. From a dataset of Full USPTO retrosynthesis dataset with 1.9M reactions from patents (1976-2016). (1) Given the product [CH3:38][C:12]1([CH2:11][CH2:10][CH2:9][NH:7][CH3:6])[CH2:21][C:20]2[C:15](=[CH:16][CH:17]=[C:18]([C:22]3[CH:23]=[CH:24][CH:25]=[CH:26][CH:27]=3)[CH:19]=2)[NH:14][C:13]1=[O:37], predict the reactants needed to synthesize it. The reactants are: C(O[C:6](=O)[N:7]([CH2:9][CH2:10][CH2:11][C:12]1([CH3:38])[CH2:21][C:20]2[C:15](=[CH:16][CH:17]=[C:18]([C:22]3[CH:27]=[CH:26][CH:25]=[CH:24][CH:23]=3)[CH:19]=2)[N:14](CC2C=CC(OC)=CC=2)[C:13]1=[O:37])C)(C)(C)C.C1(OC)C=CC=CC=1. (2) Given the product [ClH:1].[CH3:2][C:3]([CH3:24])([CH3:23])[CH2:4][O:5][C:6]1[CH:7]=[CH:8][C:9]([N:12]2[C:16](=[O:17])[C:15]([N:18]3[CH:22]=[CH:21][N:20]=[CH:19]3)=[CH:14][NH:13]2)=[N:10][CH:11]=1, predict the reactants needed to synthesize it. The reactants are: [ClH:1].[CH3:2][C:3]([CH3:24])([CH3:23])[CH2:4][O:5][C:6]1[CH:7]=[CH:8][C:9]([N:12]2[C:16](=[O:17])[C:15]([N:18]3[CH:22]=[CH:21][N:20]=[CH:19]3)=[CH:14][NH:13]2)=[N:10][CH:11]=1. (3) Given the product [CH2:19]([O:26][C:27]1[CH:36]=[C:35]2[C:30]([C:31]([NH:1][C:2]3[CH:3]=[N:4][N:5]([CH2:7][C:8]([NH:10][C:11]4[CH:16]=[CH:15][CH:14]=[C:13]([F:17])[C:12]=4[F:18])=[O:9])[CH:6]=3)=[N:32][CH:33]=[N:34]2)=[CH:29][CH:28]=1)[C:20]1[CH:21]=[CH:22][CH:23]=[CH:24][CH:25]=1, predict the reactants needed to synthesize it. The reactants are: [NH2:1][C:2]1[CH:3]=[N:4][N:5]([CH2:7][C:8]([NH:10][C:11]2[CH:16]=[CH:15][CH:14]=[C:13]([F:17])[C:12]=2[F:18])=[O:9])[CH:6]=1.[CH2:19]([O:26][C:27]1[CH:36]=[C:35]2[C:30]([C:31](Cl)=[N:32][CH:33]=[N:34]2)=[CH:29][CH:28]=1)[C:20]1[CH:25]=[CH:24][CH:23]=[CH:22][CH:21]=1.Cl.O1CCOCC1. (4) Given the product [Br:1][C:2]1[C:3]([CH3:9])=[N:4][C:5]([O:8][CH:13]2[CH2:14][CH2:15][O:10][CH2:11][CH2:12]2)=[CH:6][CH:7]=1, predict the reactants needed to synthesize it. The reactants are: [Br:1][C:2]1[C:3]([CH3:9])=[N:4][C:5]([OH:8])=[CH:6][CH:7]=1.[O:10]1[CH2:15][CH2:14][CH:13](O)[CH2:12][CH2:11]1. (5) Given the product [NH2:34][C@@H:32]([CH3:33])[CH2:31][NH:30][C:26]1[N:25]=[C:24]([C:7]2[S:6][C:5]([C:1]([CH3:4])([CH3:2])[CH3:3])=[N:9][C:8]=2[C:10]2[C:11]([Cl:23])=[C:12]([NH:16][S:17]([CH2:20][CH2:21][CH3:22])(=[O:19])=[O:18])[CH:13]=[CH:14][CH:15]=2)[CH:29]=[CH:28][N:27]=1, predict the reactants needed to synthesize it. The reactants are: [C:1]([C:5]1[S:6][C:7]([C:24]2[CH:29]=[CH:28][N:27]=[C:26]([NH:30][CH2:31][C@@H:32]([NH:34]C(=O)OC(C)(C)C)[CH3:33])[N:25]=2)=[C:8]([C:10]2[CH:15]=[CH:14][CH:13]=[C:12]([NH:16][S:17]([CH2:20][CH2:21][CH3:22])(=[O:19])=[O:18])[C:11]=2[Cl:23])[N:9]=1)([CH3:4])([CH3:3])[CH3:2]. (6) The reactants are: [C:1]1(=[O:7])[O:6][C:4](=[O:5])[CH2:3][CH2:2]1.[CH3:8][O:9][C:10]1[CH:57]=[CH:56][C:13]([CH2:14][O:15][C@@H:16]2[C@@H:23]([CH2:24][OH:25])[O:22][C@H:19]([O:20][CH3:21])[C@H:18]([O:26][CH2:27][CH2:28][CH2:29][CH2:30][CH2:31][CH2:32][CH2:33][CH2:34][CH2:35][CH2:36][CH2:37][CH2:38][CH2:39][CH3:40])[C@H:17]2[O:41][CH2:42][CH2:43][CH2:44][CH2:45][CH2:46][CH2:47][CH2:48][CH2:49][CH2:50][CH2:51][CH2:52][CH2:53][CH2:54][CH3:55])=[CH:12][CH:11]=1. Given the product [C:4]([CH2:3][CH2:2][C:1]([O:25][CH2:24][C@H:23]1[O:22][C@H:19]([O:20][CH3:21])[C@H:18]([O:26][CH2:27][CH2:28][CH2:29][CH2:30][CH2:31][CH2:32][CH2:33][CH2:34][CH2:35][CH2:36][CH2:37][CH2:38][CH2:39][CH3:40])[C@@H:17]([O:41][CH2:42][CH2:43][CH2:44][CH2:45][CH2:46][CH2:47][CH2:48][CH2:49][CH2:50][CH2:51][CH2:52][CH2:53][CH2:54][CH3:55])[C@@H:16]1[O:15][CH2:14][C:13]1[CH:12]=[CH:11][C:10]([O:9][CH3:8])=[CH:57][CH:56]=1)=[O:7])([OH:6])=[O:5], predict the reactants needed to synthesize it. (7) Given the product [N:11]1([CH:8]=[O:9])[CH:20]2[CH:15]([CH2:16][CH2:17][CH2:18][CH2:19]2)[CH2:14][CH2:13][CH2:12]1, predict the reactants needed to synthesize it. The reactants are: BrC1N(C)N=CC=1[C:8](O)=[O:9].[NH:11]1[CH:20]2[CH:15]([CH2:16][CH2:17][CH2:18][CH2:19]2)[CH2:14][CH2:13][CH2:12]1.C(N(C(C)C)CC)(C)C.C1CN([P+](Br)(N2CCCC2)N2CCCC2)CC1.F[P-](F)(F)(F)(F)F. (8) The reactants are: [Br:1][C:2]1[N:7]=[C:6]([CH:8]=O)[CH:5]=[CH:4][CH:3]=1.[CH3:10][NH:11][C:12]1[CH:17]=[CH:16][CH:15]=[CH:14][C:13]=1[NH2:18].[S].O. Given the product [Br:1][C:2]1[N:7]=[C:6]([C:8]2[N:11]([CH3:10])[C:12]3[CH:17]=[CH:16][CH:15]=[CH:14][C:13]=3[N:18]=2)[CH:5]=[CH:4][CH:3]=1, predict the reactants needed to synthesize it.